Dataset: Catalyst prediction with 721,799 reactions and 888 catalyst types from USPTO. Task: Predict which catalyst facilitates the given reaction. (1) Reactant: [CH3:1][C:2]([O:4][CH2:5][C@H:6]1[O:11][CH:10]=[CH:9][C@H:8]([O:12][C:13]([CH3:15])=[O:14])[C@@H:7]1[O:16][C@H:17]1[O:22][C@H:21]([CH2:23][O:24][C:25]([CH3:27])=[O:26])[C@@H:20]([O:28][C:29]([CH3:31])=[O:30])[C@H:19]([O:32][C:33]([CH3:35])=[O:34])[C@H:18]1[O:36][C:37]([CH3:39])=[O:38])=[O:3].C(O)[C@H]1O[C@H](O[C@H]2[C@H](O)[C@@H](O)[C@H](O)O[C@@H]2CO)[C@H](O)[C@@H](O)[C@@H]1O.O.C(O)[C@H]1O[C@H](O[C@H]2[C@H](O)[C@@H](O)[C@H](O)O[C@@H]2CO)[C@H](O)[C@@H](O)[C@@H]1O.O=C[C@@H]([C@H]([C@@H]([C@@H](CO)O)O)O)O.C(OC(=O)C)(=O)C.Br.C(O)(=O)C.C([O-])(=O)C.[Na+].C(O)(=O)C. Product: [CH3:1][C:2]([O:4][CH2:5][C@H:6]1[O:11][CH:10]=[CH:9][C@H:8]([O:12][C:13]([CH3:15])=[O:14])[C@@H:7]1[O:16][C@H:17]1[O:22][C@H:21]([CH2:23][O:24][C:25]([CH3:27])=[O:26])[C@@H:20]([O:28][C:29]([CH3:31])=[O:30])[C@H:19]([O:32][C:33]([CH3:35])=[O:34])[C@H:18]1[O:36][C:37]([CH3:39])=[O:38])=[O:3].[C:13]([O:12][C@H:8]1[C@H:7]([O:16][C:17](=[O:22])[CH3:18])[C@@H:6]([CH2:5][O:4][C:2](=[O:3])[CH3:1])[O:11][CH:10]=[CH:9]1)(=[O:14])[CH3:15]. The catalyst class is: 739. (2) Reactant: [CH:1]1([CH2:7][C:8]([NH:10][C:11]2[CH:12]=[N:13][C:14]([OH:17])=[CH:15][CH:16]=2)=[O:9])[CH2:6][CH2:5][CH2:4][CH2:3][CH2:2]1.[CH3:18][N:19]([C:23]1[CH:28]=[CH:27][CH:26]=[CH:25][CH:24]=1)[C:20](Cl)=[O:21].N12CCN(CC1)CC2.O. Product: [CH:1]1([CH2:7][C:8]([NH:10][C:11]2[CH:16]=[CH:15][C:14]([O:17][C:20](=[O:21])[N:19]([CH3:18])[C:23]3[CH:28]=[CH:27][CH:26]=[CH:25][CH:24]=3)=[N:13][CH:12]=2)=[O:9])[CH2:6][CH2:5][CH2:4][CH2:3][CH2:2]1. The catalyst class is: 9. (3) Reactant: [CH3:1][O:2][C:3]1[CH:4]=[C:5]([N:12]2[CH2:17][CH2:16][N:15](C(OC(C)(C)C)=O)[CH2:14][CH2:13]2)[CH:6]=[CH:7][C:8]=1[N+:9]([O-:11])=[O:10]. Product: [CH3:1][O:2][C:3]1[CH:4]=[C:5]([N:12]2[CH2:17][CH2:16][NH:15][CH2:14][CH2:13]2)[CH:6]=[CH:7][C:8]=1[N+:9]([O-:11])=[O:10]. The catalyst class is: 557. (4) Reactant: [OH:1][CH2:2][C:3]1[CH:12]=[CH:11][C:6]([C:7]([O:9][CH3:10])=[O:8])=[CH:5][N:4]=1. Product: [CH:2]([C:3]1[CH:12]=[CH:11][C:6]([C:7]([O:9][CH3:10])=[O:8])=[CH:5][N:4]=1)=[O:1]. The catalyst class is: 485. (5) Reactant: [NH2:1][C:2]1[CH:7]=[C:6]([N+:8]([O-:10])=[O:9])[CH:5]=[CH:4][C:3]=1[OH:11].[CH3:12][C:13](C)=[O:14].CCN(CC)CC. Product: [N+:8]([C:6]1[CH:5]=[CH:4][C:3]2[O:11][CH2:12][C:13](=[O:14])[NH:1][C:2]=2[CH:7]=1)([O-:10])=[O:9]. The catalyst class is: 6.